From a dataset of Peptide-MHC class II binding affinity with 134,281 pairs from IEDB. Regression. Given a peptide amino acid sequence and an MHC pseudo amino acid sequence, predict their binding affinity value. This is MHC class II binding data. (1) The peptide sequence is AFRLDGDNLFPKV. The MHC is DRB3_0101 with pseudo-sequence DRB3_0101. The binding affinity (normalized) is 0.962. (2) The peptide sequence is GITIKKTGQALVVGI. The MHC is DRB1_0405 with pseudo-sequence DRB1_0405. The binding affinity (normalized) is 0.221. (3) The peptide sequence is VKIVQKRGIVKENIID. The MHC is DRB1_0301 with pseudo-sequence DRB1_0301. The binding affinity (normalized) is 0. (4) The peptide sequence is GKKKYKLKHIVWASREL. The MHC is HLA-DQA10102-DQB10602 with pseudo-sequence HLA-DQA10102-DQB10602. The binding affinity (normalized) is 0.448. (5) The peptide sequence is SELQMSWLPLCVRLE. The MHC is DRB1_0301 with pseudo-sequence DRB1_0301. The binding affinity (normalized) is 0.666. (6) The peptide sequence is AVNGKKSAHGSPTFW. The MHC is HLA-DQA10501-DQB10302 with pseudo-sequence HLA-DQA10501-DQB10302. The binding affinity (normalized) is 0.195. (7) The peptide sequence is TWYGKPTGAGPKDNG. The MHC is DRB1_0802 with pseudo-sequence DRB1_0802. The binding affinity (normalized) is 0.